From a dataset of Experimentally validated miRNA-target interactions with 360,000+ pairs, plus equal number of negative samples. Binary Classification. Given a miRNA mature sequence and a target amino acid sequence, predict their likelihood of interaction. (1) The miRNA is mmu-let-7c-5p with sequence UGAGGUAGUAGGUUGUAUGGUU. The protein sequence of the target gene is MLKAVLKKSREGGKGGKKEAGSDFGPETSPVLHLDHSADSPVSSLPTAEDTYRVSLAKGVSMSLPSSPLLPRQSHLVQSRVNKKSPGPVRKPKYVESPRVPGDAVIMPFREVAKPTEPDEHEAKADNEPSCSPAAQELLTRLGFLLGEGIPSATHITIEDKNETMCTALSQGISPCSTLTSSTASPSTDSPCSTLNSCVSKTAANKSPCETISSPSSTLESKDSGIIATITSSSENDDRSGSSLEWNKDGNLRLGVQKGVLHDRRADNCSPVAEEETTGSAESTLPKAESSAGDGPVPYS.... Result: 0 (no interaction). (2) The miRNA is mmu-miR-362-3p with sequence AACACACCUGUUCAAGGAUUCA. The protein sequence of the target gene is MAMARSRRDSVWKYCWGLLMVLCRTAISRSIVLEPIYWNSSNSKFLPGQGLVLYPQIGDKLDIICPKVDSKTVGQYEYYKVYMVDKDQADRCTIKKENTPLLNCARPDQDVKFTIKFQEFSPNLWGLEFQKNKDYYIISTSNGSLEGLDNQEGGVCQTRAMKILMKVGQDASSAGSARNHGPTRRPELEAGTNGRSSTTSPFVKPNPGSSTDGNSAGHSGNNLLGSEVALFAGIASGCIIFIVIIITLVVLLLKYRRRHRKHSPQHTTTLSLSTLATPKRGGNNNGSEPSDVIIPLRTAD.... Result: 1 (interaction). (3) The miRNA is hsa-miR-1247-3p with sequence CCCCGGGAACGUCGAGACUGGAGC. The protein sequence of the target gene is MSRYLLPLSALGTVAGAAVLLKDYVTGGACPSKATIPGKTVIVTGANTGIGKQTALELARRGGNIILACRDMEKCEAAAKDIRGETLNHHVNARHLDLASLKSIREFAAKIIEEEERVDILINNAGVMRCPHWTTEDGFEMQFGVNHLGHFLLTNLLLDKLKASAPSRIINLSSLAHVAGHIDFDDLNWQTRKYNTKAAYCQSKLAIVLFTKELSRRLQGSGVTVNALHPGVARTELGRHTGIHGSTFSSTTLGPIFWLLVKSPELAAQPSTYLAVAEELADVSGKYFDGLKQKAPAPEA.... Result: 1 (interaction). (4) The miRNA is rno-miR-17-5p with sequence CAAAGUGCUUACAGUGCAGGUAG. Result: 0 (no interaction). The protein sequence of the target gene is MKGSRKGESRAKESKPREPGTRRCAKCGRLDFILKKKMGIKSGFTFWNLVFLLTLSCVKGFIYTCGGTLKGLNGTIESPGFPYGYPNGANCTWVIIAEERNRIQIVFQSFALEEEYDYLSLYDGHPHPTNFRTRLTGFHLPPPVTSTKSVFSLRLTSDFAVSAHGFKVYYEELQSSSCGNPGVPPKGVLYGTRFDVGDKIRYSCVTGYILDGHPQLTCIANSVNTASWDFPVPICRAEDACGGTMRGSSGIISSPGFPNEYHNNADCTWTIVAEPGDTISLIFTDFQMEEKYDYLEIEGS.... (5) The miRNA is hsa-miR-548aj-5p with sequence UGCAAAAGUAAUUGCAGUUUUUG. The protein sequence of the target gene is MIDKNQTCGVGQDSVPYMICLIHILEEWFGVEQLEDYLNFANYLLWVFTPLILLILPYFTIFLLYLTIIFLHIYKRKNVLKEAYSHNLWDGARKTVATLWDGHAAVWHGYEVHGMEKIPEDGPALIIFYHGAIPIDFYYFMAKIFIHKGRTCRVVADHFVFKIPGFSLLLDVFCALHGPREKCVEILRSGHLLAISPGGVREALISDETYNIVWGHRRGFAQVAIDAKVPIIPMFTQNIREGFRSLGGTRLFRWLYEKFRYPFAPMYGGFPVKLRTYLGDPIPYDPQITAEELAEKTKNA.... Result: 1 (interaction).